This data is from Peptide-MHC class II binding affinity with 134,281 pairs from IEDB. The task is: Regression. Given a peptide amino acid sequence and an MHC pseudo amino acid sequence, predict their binding affinity value. This is MHC class II binding data. (1) The peptide sequence is APPAYEKLSAEQSPPPY. The MHC is DRB1_0101 with pseudo-sequence DRB1_0101. The binding affinity (normalized) is 0.465. (2) The peptide sequence is PGHGISVGSLGRYKD. The MHC is HLA-DQA10401-DQB10402 with pseudo-sequence HLA-DQA10401-DQB10402. The binding affinity (normalized) is 0.0583. (3) The peptide sequence is IQDLEKYVEDTKIDL. The MHC is DRB3_0101 with pseudo-sequence DRB3_0101. The binding affinity (normalized) is 0.411. (4) The peptide sequence is CKYGSLKPNCGNKVV. The binding affinity (normalized) is 0.0227. The MHC is DRB4_0101 with pseudo-sequence DRB4_0103. (5) The peptide sequence is GFKAAVAAAASVP. The MHC is DRB1_1302 with pseudo-sequence DRB1_1302. The binding affinity (normalized) is 0.478. (6) The peptide sequence is GFKAALAAAAGVQPADKYRT. The MHC is HLA-DQA10401-DQB10402 with pseudo-sequence HLA-DQA10401-DQB10402. The binding affinity (normalized) is 0.216. (7) The peptide sequence is APEVKYTKFETALKK. The MHC is HLA-DQA10301-DQB10302 with pseudo-sequence HLA-DQA10301-DQB10302. The binding affinity (normalized) is 0.0253. (8) The peptide sequence is CLEPIEGKVVQYENL. The MHC is DRB1_1302 with pseudo-sequence DRB1_1302. The binding affinity (normalized) is 0.339. (9) The peptide sequence is YIKFLANVSTVLTGK. The MHC is DRB1_1302 with pseudo-sequence DRB1_1302. The binding affinity (normalized) is 0.774. (10) The peptide sequence is QLIYPLISPSFLVYS. The MHC is HLA-DQA10301-DQB10302 with pseudo-sequence HLA-DQA10301-DQB10302. The binding affinity (normalized) is 0.0531.